From a dataset of Catalyst prediction with 721,799 reactions and 888 catalyst types from USPTO. Predict which catalyst facilitates the given reaction. (1) Reactant: [F:1][C:2]([F:22])([F:21])[C:3]1[CH:11]=[C:10]2[C:6]([CH:7]=[N:8][NH:9]2)=[C:5]([C:12]2[CH:13]=[N:14][N:15]([CH2:17][C:18]([OH:20])=O)[CH:16]=2)[CH:4]=1.C1C=CC2N(O)N=[N:29]C=2C=1.C(Cl)CCl.[Cl-].[NH4+].C(N(C(C)C)C(C)C)C. Product: [F:1][C:2]([F:21])([F:22])[C:3]1[CH:11]=[C:10]2[C:6]([CH:7]=[N:8][NH:9]2)=[C:5]([C:12]2[CH:13]=[N:14][N:15]([CH2:17][C:18]([NH2:29])=[O:20])[CH:16]=2)[CH:4]=1. The catalyst class is: 3. (2) Reactant: [CH3:1][N:2]([CH3:6])[CH2:3][CH2:4][OH:5].[C:7]([OH:11])(=[O:10])[CH:8]=[CH2:9]. Product: [OH:5][CH2:4][CH2:3][N+:2]([CH3:6])([CH3:1])[CH2:9][CH2:8][C:7]([O-:11])=[O:10]. The catalyst class is: 4. (3) Reactant: [NH2:1][C@H:2]([C@@H:5]([CH2:7][NH:8][C:9]([O:11][C:12]([CH3:15])([CH3:14])[CH3:13])=[O:10])[OH:6])[CH2:3][CH3:4].C(Cl)Cl.[Cl:19][C:20]1[CH:25]=[C:24]([F:26])[CH:23]=[CH:22][C:21]=1[S:27](Cl)(=[O:29])=[O:28]. Product: [Cl:19][C:20]1[CH:25]=[C:24]([F:26])[CH:23]=[CH:22][C:21]=1[S:27]([NH:1][C@H:2]([C@@H:5]([CH2:7][NH:8][C:9]([O:11][C:12]([CH3:14])([CH3:13])[CH3:15])=[O:10])[OH:6])[CH2:3][CH3:4])(=[O:29])=[O:28]. The catalyst class is: 250.